This data is from Full USPTO retrosynthesis dataset with 1.9M reactions from patents (1976-2016). The task is: Predict the reactants needed to synthesize the given product. (1) The reactants are: I[C:2]1[CH:7]=[CH:6][C:5]([O:8][CH3:9])=[CH:4][C:3]=1[N+:10]([O-])=O.[NH:13]1[CH2:17][CH2:16][CH2:15][C:14]1=O. Given the product [CH3:9][O:8][C:5]1[CH:6]=[CH:7][C:2]2[N:13]=[C:14]3[CH2:15][CH2:16][CH2:17][N:10]3[C:3]=2[CH:4]=1, predict the reactants needed to synthesize it. (2) Given the product [NH:8]1[C:16]2[C:11](=[CH:12][CH:13]=[CH:14][CH:15]=2)[CH:10]=[C:9]1[C:17]1[N:22]=[C:21]([NH:23][C:24]2[CH:32]=[CH:31][C:27]([C:28]([N:38]3[CH2:39][CH2:40][N:35]([CH2:41][CH2:42][OH:43])[CH2:36][CH2:37]3)=[O:29])=[CH:26][C:25]=2[O:33][CH3:34])[CH:20]=[N:19][CH:18]=1, predict the reactants needed to synthesize it. The reactants are: C(OC([N:8]1[C:16]2[C:11](=[CH:12][CH:13]=[CH:14][CH:15]=2)[CH:10]=[C:9]1[C:17]1[N:22]=[C:21]([NH:23][C:24]2[CH:32]=[CH:31][C:27]([C:28](O)=[O:29])=[CH:26][C:25]=2[O:33][CH3:34])[CH:20]=[N:19][CH:18]=1)=O)(C)(C)C.[N:35]1([CH2:41][CH2:42][OH:43])[CH2:40][CH2:39][NH:38][CH2:37][CH2:36]1.CN(C(ON1N=NC2C=CC=CC1=2)=[N+](C)C)C.[B-](F)(F)(F)F. (3) Given the product [CH3:38][N:39]1[C:43]([C:2]2[CH:7]=[CH:6][N:5]3[C:8]([C:11]([NH:13][C:14]4[CH:19]=[C:18]([C:20](=[O:36])[NH:21][CH2:22][C:23]5[CH:28]=[CH:27][CH:26]=[CH:25][C:24]=5[N:29]5[CH2:34][CH2:33][N:32]([CH3:35])[CH2:31][CH2:30]5)[CH:17]=[CH:16][C:15]=4[CH3:37])=[O:12])=[CH:9][N:10]=[C:4]3[CH:3]=2)=[CH:42][CH:41]=[N:40]1, predict the reactants needed to synthesize it. The reactants are: Br[C:2]1[CH:7]=[CH:6][N:5]2[C:8]([C:11]([NH:13][C:14]3[CH:19]=[C:18]([C:20](=[O:36])[NH:21][CH2:22][C:23]4[CH:28]=[CH:27][CH:26]=[CH:25][C:24]=4[N:29]4[CH2:34][CH2:33][N:32]([CH3:35])[CH2:31][CH2:30]4)[CH:17]=[CH:16][C:15]=3[CH3:37])=[O:12])=[CH:9][N:10]=[C:4]2[CH:3]=1.[CH3:38][N:39]1[C:43](B2OC(C)(C)C(C)(C)O2)=[CH:42][CH:41]=[N:40]1.C(=O)([O-])[O-].[Cs+].[Cs+].C(Cl)Cl.